This data is from NCI-60 drug combinations with 297,098 pairs across 59 cell lines. The task is: Regression. Given two drug SMILES strings and cell line genomic features, predict the synergy score measuring deviation from expected non-interaction effect. (1) Drug 1: CC12CCC3C(C1CCC2O)C(CC4=C3C=CC(=C4)O)CCCCCCCCCS(=O)CCCC(C(F)(F)F)(F)F. Drug 2: C(CC(=O)O)C(=O)CN.Cl. Cell line: OVCAR-8. Synergy scores: CSS=6.17, Synergy_ZIP=-2.72, Synergy_Bliss=-2.67, Synergy_Loewe=0.755, Synergy_HSA=-0.414. (2) Synergy scores: CSS=17.1, Synergy_ZIP=8.26, Synergy_Bliss=7.87, Synergy_Loewe=5.09, Synergy_HSA=6.67. Drug 2: CC1=C(C=C(C=C1)NC(=O)C2=CC=C(C=C2)CN3CCN(CC3)C)NC4=NC=CC(=N4)C5=CN=CC=C5. Drug 1: C1=C(C(=O)NC(=O)N1)F. Cell line: NCI-H226. (3) Drug 1: CC1OCC2C(O1)C(C(C(O2)OC3C4COC(=O)C4C(C5=CC6=C(C=C35)OCO6)C7=CC(=C(C(=C7)OC)O)OC)O)O. Drug 2: C(=O)(N)NO. Cell line: HCC-2998. Synergy scores: CSS=16.6, Synergy_ZIP=-6.94, Synergy_Bliss=-3.48, Synergy_Loewe=-0.865, Synergy_HSA=1.93. (4) Drug 1: C1CCC(CC1)NC(=O)N(CCCl)N=O. Drug 2: CS(=O)(=O)OCCCCOS(=O)(=O)C. Cell line: LOX IMVI. Synergy scores: CSS=49.5, Synergy_ZIP=-4.96, Synergy_Bliss=1.72, Synergy_Loewe=3.22, Synergy_HSA=5.63. (5) Drug 1: C1CC(C1)(C(=O)O)C(=O)O.[NH2-].[NH2-].[Pt+2]. Drug 2: CS(=O)(=O)CCNCC1=CC=C(O1)C2=CC3=C(C=C2)N=CN=C3NC4=CC(=C(C=C4)OCC5=CC(=CC=C5)F)Cl. Cell line: CAKI-1. Synergy scores: CSS=6.84, Synergy_ZIP=0.407, Synergy_Bliss=5.71, Synergy_Loewe=1.58, Synergy_HSA=3.86.